Task: Regression. Given two drug SMILES strings and cell line genomic features, predict the synergy score measuring deviation from expected non-interaction effect.. Dataset: NCI-60 drug combinations with 297,098 pairs across 59 cell lines (1) Drug 1: C1CN1P(=S)(N2CC2)N3CC3. Drug 2: CCN(CC)CCCC(C)NC1=C2C=C(C=CC2=NC3=C1C=CC(=C3)Cl)OC. Cell line: SK-MEL-28. Synergy scores: CSS=1.25, Synergy_ZIP=-1.38, Synergy_Bliss=-0.0619, Synergy_Loewe=-1.18, Synergy_HSA=-0.677. (2) Drug 2: CCCCC(=O)OCC(=O)C1(CC(C2=C(C1)C(=C3C(=C2O)C(=O)C4=C(C3=O)C=CC=C4OC)O)OC5CC(C(C(O5)C)O)NC(=O)C(F)(F)F)O. Drug 1: C1CCC(C1)C(CC#N)N2C=C(C=N2)C3=C4C=CNC4=NC=N3. Synergy scores: CSS=-0.842, Synergy_ZIP=1.51, Synergy_Bliss=1.49, Synergy_Loewe=1.21, Synergy_HSA=-0.482. Cell line: HCT-15. (3) Drug 1: CC1=C(C(=CC=C1)Cl)NC(=O)C2=CN=C(S2)NC3=CC(=NC(=N3)C)N4CCN(CC4)CCO. Drug 2: COC1=C2C(=CC3=C1OC=C3)C=CC(=O)O2. Cell line: MOLT-4. Synergy scores: CSS=0.356, Synergy_ZIP=3.38, Synergy_Bliss=2.74, Synergy_Loewe=1.55, Synergy_HSA=-1.35.